This data is from Catalyst prediction with 721,799 reactions and 888 catalyst types from USPTO. The task is: Predict which catalyst facilitates the given reaction. (1) Reactant: [CH2:1]([O:8][CH2:9][CH2:10][CH2:11][CH2:12][OH:13])[C:2]1[CH:7]=[CH:6][CH:5]=[CH:4][CH:3]=1.[H-].[Na+].Cl[C:17]1[N:22]=[C:21]([NH:23][C:24](=[O:29])[C:25]([CH3:28])([CH3:27])[CH3:26])[C:20]([CH:30]=[O:31])=[CH:19][CH:18]=1.[NH4+].[Cl-]. Product: [CH2:1]([O:8][CH2:9][CH2:10][CH2:11][CH2:12][O:13][C:17]1[N:22]=[C:21]([NH:23][C:24](=[O:29])[C:25]([CH3:26])([CH3:27])[CH3:28])[C:20]([CH:30]=[O:31])=[CH:19][CH:18]=1)[C:2]1[CH:7]=[CH:6][CH:5]=[CH:4][CH:3]=1. The catalyst class is: 31. (2) Reactant: [H-].[Na+].[Si:3]([O:20][CH2:21][C:22]1[C:23]([N:38]2[CH2:43][C@H:42]([CH3:44])[O:41][C@H:40]([CH3:45])[CH2:39]2)=[C:24]([F:37])[C:25](F)=[C:26]([C:28](=[N:34][OH:35])[C:29]([O:31][CH2:32][CH3:33])=[O:30])[CH:27]=1)([C:16]([CH3:19])([CH3:18])[CH3:17])([C:10]1[CH:15]=[CH:14][CH:13]=[CH:12][CH:11]=1)[C:4]1[CH:9]=[CH:8][CH:7]=[CH:6][CH:5]=1. Product: [Si:3]([O:20][CH2:21][C:22]1[C:23]([N:38]2[CH2:43][C@H:42]([CH3:44])[O:41][C@H:40]([CH3:45])[CH2:39]2)=[C:24]([F:37])[C:25]2[O:35][N:34]=[C:28]([C:29]([O:31][CH2:32][CH3:33])=[O:30])[C:26]=2[CH:27]=1)([C:16]([CH3:17])([CH3:18])[CH3:19])([C:10]1[CH:11]=[CH:12][CH:13]=[CH:14][CH:15]=1)[C:4]1[CH:9]=[CH:8][CH:7]=[CH:6][CH:5]=1. The catalyst class is: 3. (3) Reactant: [CH:1]([C:4]1[CH:9]=[CH:8][C:7]([NH:10]N)=[CH:6][CH:5]=1)([CH3:3])[CH3:2].[C:12]1([CH2:18][C:19]([C:21]2[CH:26]=[CH:25][CH:24]=[CH:23][CH:22]=2)=O)[CH:17]=[CH:16][CH:15]=[CH:14][CH:13]=1.S(=O)(=O)(O)O. Product: [CH:1]([C:4]1[CH:9]=[C:8]2[C:7](=[CH:6][CH:5]=1)[NH:10][C:19]([C:21]1[CH:26]=[CH:25][CH:24]=[CH:23][CH:22]=1)=[C:18]2[C:12]1[CH:17]=[CH:16][CH:15]=[CH:14][CH:13]=1)([CH3:3])[CH3:2]. The catalyst class is: 8. (4) Reactant: [S:1]1[C:5]2[CH:6]=[CH:7][CH:8]=[CH:9][C:4]=2[N:3]=[C:2]1[NH:10][C:11]1[CH:36]=[CH:35][C:14]([O:15][C:16]2[C:21]([C:22]3[CH2:27][CH2:26][N:25](C(OC(C)(C)C)=O)[CH2:24][CH:23]=3)=[CH:20][CH:19]=[CH:18][N:17]=2)=[CH:13][CH:12]=1.C(O)(C(F)(F)F)=O. Product: [NH:25]1[CH2:24][CH:23]=[C:22]([C:21]2[C:16]([O:15][C:14]3[CH:35]=[CH:36][C:11]([NH:10][C:2]4[S:1][C:5]5[CH:6]=[CH:7][CH:8]=[CH:9][C:4]=5[N:3]=4)=[CH:12][CH:13]=3)=[N:17][CH:18]=[CH:19][CH:20]=2)[CH2:27][CH2:26]1. The catalyst class is: 2. (5) Reactant: [C:1]1([C:7]2([CH2:12][OH:13])[CH2:11][CH2:10][CH2:9][CH2:8]2)[CH:6]=[CH:5][CH:4]=[CH:3][CH:2]=1.[CH3:14][S:15](Cl)(=[O:17])=[O:16]. Product: [C:1]1([C:7]2([CH2:12][O:13][S:15]([CH3:14])(=[O:17])=[O:16])[CH2:11][CH2:10][CH2:9][CH2:8]2)[CH:6]=[CH:5][CH:4]=[CH:3][CH:2]=1. The catalyst class is: 2. (6) Product: [CH:11]([N:8]1[CH:7]=[N:6][C:5]2[C:9]1=[N:10][C:2]([NH:23][C@H:24]([CH2:27][CH3:28])[CH2:25][OH:26])=[N:3][C:4]=2[NH:14][CH2:15][CH2:16][C:17]1[CH:22]=[CH:21][CH:20]=[CH:19][CH:18]=1)([CH3:13])[CH3:12]. Reactant: Cl[C:2]1[N:10]=[C:9]2[C:5]([N:6]=[CH:7][N:8]2[CH:11]([CH3:13])[CH3:12])=[C:4]([NH:14][CH2:15][CH2:16][C:17]2[CH:22]=[CH:21][CH:20]=[CH:19][CH:18]=2)[N:3]=1.[NH2:23][C@H:24]([CH2:27][CH3:28])[CH2:25][OH:26]. The catalyst class is: 6. (7) Reactant: N(C(N1CCCCC1)=O)=NC(N1CCCCC1)=O.[F:19][C:20]([F:36])([F:35])[C:21]1[CH:22]=[C:23]2[C:27](=[CH:28][CH:29]=1)[NH:26][C:25]([C:30]([O:32][CH2:33][CH3:34])=[O:31])=[CH:24]2.[N:37]1[CH:42]=[CH:41][C:40]([CH2:43]O)=[CH:39][CH:38]=1.C(P(CCCC)CCCC)CCC. Product: [F:36][C:20]([F:35])([F:19])[C:21]1[CH:22]=[C:23]2[C:27](=[CH:28][CH:29]=1)[N:26]([CH2:43][C:40]1[CH:41]=[CH:42][N:37]=[CH:38][CH:39]=1)[C:25]([C:30]([O:32][CH2:33][CH3:34])=[O:31])=[CH:24]2. The catalyst class is: 11.